Dataset: Forward reaction prediction with 1.9M reactions from USPTO patents (1976-2016). Task: Predict the product of the given reaction. (1) Given the reactants N[C@@H](CCC=C)C[O:4][CH2:5][C:6]1[CH:11]=[CH:10][CH:9]=[CH:8][CH:7]=1.C([N:18](CC)CC)C.C(Cl)(=O)C1C=CC=CC=1.O, predict the reaction product. The product is: [C:5]([NH2:18])(=[O:4])[C:6]1[CH:11]=[CH:10][CH:9]=[CH:8][CH:7]=1. (2) Given the reactants [C:1]1([CH:7]2[S:12][CH2:11][CH2:10][CH2:9][S:8]2)[CH:6]=[CH:5][CH:4]=[CH:3][CH:2]=1.C([Li])CCC.[C:18]([O:22][C:23](=[O:30])[NH:24][C:25]([CH3:29])([CH3:28])[CH:26]=[O:27])([CH3:21])([CH3:20])[CH3:19].C(O)(=O)C, predict the reaction product. The product is: [C:18]([O:22][C:23](=[O:30])[NH:24][C:25]([CH3:29])([CH3:28])[CH:26]([OH:27])[C:7]1([C:1]2[CH:2]=[CH:3][CH:4]=[CH:5][CH:6]=2)[S:8][CH2:9][CH2:10][CH2:11][S:12]1)([CH3:21])([CH3:19])[CH3:20]. (3) Given the reactants Br[C:2]1[C:7]([N+:8]([O-:10])=[O:9])=[CH:6][C:5]([Br:11])=[CH:4][N:3]=1.[CH3:12][O:13][C:14]1[CH:15]=[C:16](B(O)O)[CH:17]=[CH:18][CH:19]=1.C(=O)([O-])[O-].[Na+].[Na+], predict the reaction product. The product is: [Br:11][C:5]1[CH:6]=[C:7]([N+:8]([O-:10])=[O:9])[C:2]([C:18]2[CH:17]=[CH:16][CH:15]=[C:14]([O:13][CH3:12])[CH:19]=2)=[N:3][CH:4]=1. (4) Given the reactants F[C:2]1[CH:25]=[CH:24][C:5]([CH2:6][N:7]2[C:11](=[O:12])[N:10]([C:13]3[S:17][C:16]([C:18]([O:20]CC)=[O:19])=[C:15]([CH3:23])[CH:14]=3)[CH:9]=[N:8]2)=[CH:4][CH:3]=1.C(N1C(=O)N(C2C(C)=C(C([O-])=O)SC=2)C=N1)C1C=CC=CC=1, predict the reaction product. The product is: [CH2:6]([N:7]1[C:11](=[O:12])[N:10]([C:13]2[S:17][C:16]([C:18]([OH:20])=[O:19])=[C:15]([CH3:23])[CH:14]=2)[CH:9]=[N:8]1)[C:5]1[CH:24]=[CH:25][CH:2]=[CH:3][CH:4]=1. (5) Given the reactants [NH:1]1[CH2:6][CH2:5][NH:4][CH2:3][CH2:2]1.Cl[C:8]1[C:13]([Cl:14])=[CH:12][CH:11]=[CH:10][N:9]=1.C(=O)([O-])O.[Na+], predict the reaction product. The product is: [Cl:14][C:13]1[C:8]([N:1]2[CH2:6][CH2:5][NH:4][CH2:3][CH2:2]2)=[N:9][CH:10]=[CH:11][CH:12]=1. (6) Given the reactants [CH2:1]([C:3]([CH2:8][OH:9])([CH2:6][OH:7])[CH2:4][CH3:5])[OH:2].CO[C:12](OC)([CH3:14])[CH3:13].C1(C)C=CC(S(O)(=O)=O)=CC=1.C(=O)([O-])O.[Na+], predict the reaction product. The product is: [CH2:4]([C:3]1([CH2:8][OH:9])[CH2:6][O:7][C:12]([CH3:14])([CH3:13])[O:2][CH2:1]1)[CH3:5].